From a dataset of Full USPTO retrosynthesis dataset with 1.9M reactions from patents (1976-2016). Predict the reactants needed to synthesize the given product. (1) Given the product [NH2:79][C:75]1[N:76]=[CH:77][C:78]2[C:73]([CH:74]=1)=[CH:72][CH:71]=[CH:70][C:69]=2[CH2:68][N:14]1[C:13]2[CH:18]=[C:19]([F:20])[C:10]([S:7]([NH:6][C:21]3[S:25][N:24]=[CH:23][N:22]=3)(=[O:8])=[O:9])=[CH:11][C:12]=2[O:16][C:15]1=[O:17], predict the reactants needed to synthesize it. The reactants are: COC1C=C(OC)C=CC=1C[N:6]([C:21]1[S:25][N:24]=[CH:23][N:22]=1)[S:7]([C:10]1[C:19]([F:20])=[CH:18][C:13]2[NH:14][C:15](=[O:17])[O:16][C:12]=2[CH:11]=1)(=[O:9])=[O:8].N(/C(OC(C)(C)C)=O)=N\C(OC(C)(C)C)=O.C1(P(C2C=CC=CC=2)C2C=CC=CC=2)C=CC=CC=1.O[CH2:68][C:69]1[CH:70]=[CH:71][CH:72]=[C:73]2[C:78]=1[CH:77]=[N:76][C:75]([NH:79]C(=O)OC(C)(C)C)=[CH:74]2. (2) Given the product [F:14][S:15]([F:25])([F:26])([F:27])([F:28])[C:16]1[CH:17]=[CH:18][C:19]([C:20]([OH:22])=[O:21])=[C:4]([CH3:5])[CH:24]=1, predict the reactants needed to synthesize it. The reactants are: CN([CH2:4][CH2:5]N(C)C)C.C([Li])(CC)C.[F:14][S:15]([F:28])([F:27])([F:26])([F:25])[C:16]1[CH:24]=C[C:19]([C:20]([OH:22])=[O:21])=[CH:18][CH:17]=1.CI.Cl. (3) Given the product [K+:1].[K+:1].[C:5]1([S:15]([O-:18])(=[O:17])=[O:16])[CH:6]=[CH:7][C:8]([S:10]([O-:13])(=[O:12])=[O:11])=[CH:9][CH:4]=1, predict the reactants needed to synthesize it. The reactants are: [K+:1].[K+].O[C:4]1[CH:9]=[C:8]([S:10]([O-:13])(=[O:12])=[O:11])[C:7](O)=[CH:6][C:5]=1[S:15]([O-:18])(=[O:17])=[O:16].C(=O)([O-])[O-].[Na+].[Na+].CO. (4) The reactants are: FC(F)(F)C([NH:5][C:6]1([C:11]2[CH:16]=[CH:15][C:14]([C:17]3[C:26]([C:27]4[CH:32]=[CH:31][CH:30]=[CH:29][CH:28]=4)=[CH:25][C:24]4[C:23]5=[N:33][N:34]=[C:35]([C:36]6[N:41]=[CH:40][CH:39]=[CH:38][N:37]=6)[N:22]5[CH:21]=[CH:20][C:19]=4[N:18]=3)=[CH:13][CH:12]=2)[CH2:9][CH:8]([OH:10])[CH2:7]1)=O.[OH-].[Na+]. Given the product [NH2:5][C:6]1([C:11]2[CH:12]=[CH:13][C:14]([C:17]3[C:26]([C:27]4[CH:32]=[CH:31][CH:30]=[CH:29][CH:28]=4)=[CH:25][C:24]4[C:23]5=[N:22][C:35]([C:36]6[N:37]=[CH:38][CH:39]=[CH:40][N:41]=6)=[N:34][N:33]5[CH:21]=[CH:20][C:19]=4[N:18]=3)=[CH:15][CH:16]=2)[CH2:9][CH:8]([OH:10])[CH2:7]1, predict the reactants needed to synthesize it.